Dataset: NCI-60 drug combinations with 297,098 pairs across 59 cell lines. Task: Regression. Given two drug SMILES strings and cell line genomic features, predict the synergy score measuring deviation from expected non-interaction effect. (1) Drug 1: CC1=C(C=C(C=C1)NC2=NC=CC(=N2)N(C)C3=CC4=NN(C(=C4C=C3)C)C)S(=O)(=O)N.Cl. Synergy scores: CSS=8.70, Synergy_ZIP=-5.81, Synergy_Bliss=-4.29, Synergy_Loewe=-3.62, Synergy_HSA=-3.59. Drug 2: B(C(CC(C)C)NC(=O)C(CC1=CC=CC=C1)NC(=O)C2=NC=CN=C2)(O)O. Cell line: SF-539. (2) Drug 1: CCC1=CC2CC(C3=C(CN(C2)C1)C4=CC=CC=C4N3)(C5=C(C=C6C(=C5)C78CCN9C7C(C=CC9)(C(C(C8N6C)(C(=O)OC)O)OC(=O)C)CC)OC)C(=O)OC.C(C(C(=O)O)O)(C(=O)O)O. Drug 2: CS(=O)(=O)CCNCC1=CC=C(O1)C2=CC3=C(C=C2)N=CN=C3NC4=CC(=C(C=C4)OCC5=CC(=CC=C5)F)Cl. Cell line: SK-MEL-28. Synergy scores: CSS=33.8, Synergy_ZIP=0.534, Synergy_Bliss=2.10, Synergy_Loewe=-20.6, Synergy_HSA=0.0251. (3) Drug 1: CC1C(C(=O)NC(C(=O)N2CCCC2C(=O)N(CC(=O)N(C(C(=O)O1)C(C)C)C)C)C(C)C)NC(=O)C3=C4C(=C(C=C3)C)OC5=C(C(=O)C(=C(C5=N4)C(=O)NC6C(OC(=O)C(N(C(=O)CN(C(=O)C7CCCN7C(=O)C(NC6=O)C(C)C)C)C)C(C)C)C)N)C. Drug 2: CC(C)(C#N)C1=CC(=CC(=C1)CN2C=NC=N2)C(C)(C)C#N. Cell line: NCI-H226. Synergy scores: CSS=10.4, Synergy_ZIP=-3.46, Synergy_Bliss=-3.52, Synergy_Loewe=-11.7, Synergy_HSA=-4.29. (4) Drug 1: CC1OCC2C(O1)C(C(C(O2)OC3C4COC(=O)C4C(C5=CC6=C(C=C35)OCO6)C7=CC(=C(C(=C7)OC)O)OC)O)O. Drug 2: CC1=CC=C(C=C1)C2=CC(=NN2C3=CC=C(C=C3)S(=O)(=O)N)C(F)(F)F. Cell line: UO-31. Synergy scores: CSS=12.4, Synergy_ZIP=-5.46, Synergy_Bliss=-4.75, Synergy_Loewe=-1.42, Synergy_HSA=-1.10. (5) Drug 1: C1C(C(OC1N2C=C(C(=O)NC2=O)F)CO)O. Drug 2: C1=NC2=C(N1)C(=S)N=CN2. Cell line: MALME-3M. Synergy scores: CSS=8.60, Synergy_ZIP=-9.02, Synergy_Bliss=-12.5, Synergy_Loewe=-10.4, Synergy_HSA=-9.91. (6) Drug 1: C1C(C(OC1N2C=C(C(=O)NC2=O)F)CO)O. Drug 2: B(C(CC(C)C)NC(=O)C(CC1=CC=CC=C1)NC(=O)C2=NC=CN=C2)(O)O. Cell line: BT-549. Synergy scores: CSS=51.0, Synergy_ZIP=-6.13, Synergy_Bliss=-4.26, Synergy_Loewe=-0.318, Synergy_HSA=0.483. (7) Drug 1: CC(C)CN1C=NC2=C1C3=CC=CC=C3N=C2N. Drug 2: N.N.Cl[Pt+2]Cl. Cell line: NCI-H322M. Synergy scores: CSS=-4.44, Synergy_ZIP=2.34, Synergy_Bliss=0.334, Synergy_Loewe=-4.02, Synergy_HSA=-4.50. (8) Drug 1: C1=CC(=CC=C1CC(C(=O)O)N)N(CCCl)CCCl.Cl. Drug 2: COCCOC1=C(C=C2C(=C1)C(=NC=N2)NC3=CC=CC(=C3)C#C)OCCOC.Cl. Cell line: EKVX. Synergy scores: CSS=12.4, Synergy_ZIP=0.190, Synergy_Bliss=1.41, Synergy_Loewe=-4.17, Synergy_HSA=0.171. (9) Cell line: SW-620. Drug 2: C#CCC(CC1=CN=C2C(=N1)C(=NC(=N2)N)N)C3=CC=C(C=C3)C(=O)NC(CCC(=O)O)C(=O)O. Synergy scores: CSS=55.9, Synergy_ZIP=1.85, Synergy_Bliss=1.03, Synergy_Loewe=-9.51, Synergy_HSA=1.08. Drug 1: CC1=C2C(C(=O)C3(C(CC4C(C3C(C(C2(C)C)(CC1OC(=O)C(C(C5=CC=CC=C5)NC(=O)OC(C)(C)C)O)O)OC(=O)C6=CC=CC=C6)(CO4)OC(=O)C)O)C)O. (10) Synergy scores: CSS=77.9, Synergy_ZIP=-3.48, Synergy_Bliss=-4.08, Synergy_Loewe=-0.206, Synergy_HSA=1.36. Cell line: LOX IMVI. Drug 2: CC1C(C(CC(O1)OC2CC(CC3=C2C(=C4C(=C3O)C(=O)C5=CC=CC=C5C4=O)O)(C(=O)C)O)N)O. Drug 1: CC1C(C(CC(O1)OC2CC(CC3=C2C(=C4C(=C3O)C(=O)C5=C(C4=O)C(=CC=C5)OC)O)(C(=O)CO)O)N)O.Cl.